This data is from Catalyst prediction with 721,799 reactions and 888 catalyst types from USPTO. The task is: Predict which catalyst facilitates the given reaction. (1) Reactant: [Br:1][C:2]1[CH:3]=[C:4]2[C:9](=[CH:10][CH:11]=1)[NH:8][C:7](=[O:12])[CH:6]=[CH:5]2.Br[CH2:14][C:15]([NH2:17])=[O:16].C(=O)([O-])[O-].[K+].[K+]. Product: [Br:1][C:2]1[CH:3]=[C:4]2[C:9](=[CH:10][CH:11]=1)[N:8]([CH2:14][C:15]([NH2:17])=[O:16])[C:7](=[O:12])[CH:6]=[CH:5]2. The catalyst class is: 9. (2) Reactant: [F:1][C:2]1([F:23])[CH:6]([NH:7][C:8](=[O:15])[CH2:9][CH2:10][S:11]([CH3:14])(=[O:13])=[O:12])[CH2:5][N:4](C(OC(C)(C)C)=O)[CH2:3]1.[ClH:24]. Product: [ClH:24].[F:23][C:2]1([F:1])[CH2:3][NH:4][CH2:5][CH:6]1[NH:7][C:8](=[O:15])[CH2:9][CH2:10][S:11]([CH3:14])(=[O:13])=[O:12]. The catalyst class is: 753. (3) Reactant: [C:1]([O:5][C:6]([N:8]1[CH2:13][CH2:12][CH:11]([C:14]([OH:16])=O)[CH:10]([CH3:17])[CH2:9]1)=[O:7])([CH3:4])([CH3:3])[CH3:2].N1(C(N2C=CN=C2)=O)C=CN=C1.Cl.[CH3:31][O:32][NH:33][CH3:34]. Product: [CH3:31][O:32][N:33]([CH3:34])[C:14]([CH:11]1[CH2:12][CH2:13][N:8]([C:6]([O:5][C:1]([CH3:2])([CH3:3])[CH3:4])=[O:7])[CH2:9][CH:10]1[CH3:17])=[O:16]. The catalyst class is: 2. (4) Reactant: [CH3:1][S-:2].[Na+].Cl[CH2:5][C:6]1[CH:11]=[C:10]([N+:12]([O-:14])=[O:13])[CH:9]=[C:8]([F:15])[CH:7]=1. Product: [F:15][C:8]1[CH:9]=[C:10]([N+:12]([O-:14])=[O:13])[CH:11]=[C:6]([CH2:5][S:2][CH3:1])[CH:7]=1. The catalyst class is: 823. (5) Reactant: S(C1C=CC(C)=CC=1)([O-])(=O)=O.[F:12][CH2:13][CH2:14][CH2:15][NH3+:16].C(=O)([O-])[O-].[K+].[K+].Cl[CH2:24][C:25]([N:27]([CH3:29])[CH3:28])=[O:26]. Product: [F:12][CH2:13][CH2:14][CH2:15][NH:16][CH2:24][C:25](=[O:26])[N:27]([CH3:29])[CH3:28]. The catalyst class is: 10. (6) Reactant: [CH3:1][NH2:2].[CH3:3][C:4]1([CH3:18])[C:9](=O)[CH2:8][CH2:7][N:6]([C:11]([O:13][C:14]([CH3:17])([CH3:16])[CH3:15])=[O:12])[CH2:5]1.C(O)(=O)C.C(O[BH-](OC(=O)C)OC(=O)C)(=O)C.[Na+]. Product: [CH3:3][C:4]1([CH3:18])[CH:9]([NH:2][CH3:1])[CH2:8][CH2:7][N:6]([C:11]([O:13][C:14]([CH3:17])([CH3:16])[CH3:15])=[O:12])[CH2:5]1. The catalyst class is: 68. (7) Reactant: [S:1]1[C:5]2[CH:6]=[CH:7][CH:8]=[CH:9][C:4]=2[N:3]=[C:2]1[NH:10][C@H:11]1[CH2:14][C@H:13]([NH:15][C:16]2[C:21]([NH2:22])=[CH:20][CH:19]=[CH:18][N:17]=2)[CH2:12]1.[C:23](Cl)(=O)[CH2:24][CH3:25].C(N(CC)CC)C. Product: [CH2:24]([C:25]1[N:15]([C@H:13]2[CH2:12][C@H:11]([NH:10][C:2]3[S:1][C:5]4[CH:6]=[CH:7][CH:8]=[CH:9][C:4]=4[N:3]=3)[CH2:14]2)[C:16]2=[N:17][CH:18]=[CH:19][CH:20]=[C:21]2[N:22]=1)[CH3:23]. The catalyst class is: 4. (8) Reactant: [NH2:1][C:2]1[CH:3]=[C:4]([CH:9]2[CH2:14][CH2:13][N:12]([CH2:15][CH2:16][N:17]([CH3:25])C(=O)OC(C)(C)C)[CH2:11][CH2:10]2)[CH:5]=[CH:6][C:7]=1[NH2:8].[CH3:26][O:27][C:28]1[N:35]=[CH:34][CH:33]=[CH:32][C:29]=1[CH:30]=O. Product: [CH3:26][O:27][C:28]1[C:29]([C:30]2[NH:1][C:2]3[CH:3]=[C:4]([CH:9]4[CH2:10][CH2:11][N:12]([CH2:15][CH2:16][NH:17][CH3:25])[CH2:13][CH2:14]4)[CH:5]=[CH:6][C:7]=3[N:8]=2)=[CH:32][CH:33]=[CH:34][N:35]=1. The catalyst class is: 5. (9) Reactant: [N+:1]([C:4]1[CH:9]=[CH:8][CH:7]=[CH:6][C:5]=1[NH:10][NH2:11])([O-:3])=[O:2].[N:12]1[CH:17]=[CH:16][CH:15]=[CH:14][C:13]=1[C:18](=O)[CH3:19].S(=O)(=O)(O)O.C(O)C. Product: [N+:1]([C:4]1[CH:9]=[CH:8][CH:7]=[CH:6][C:5]=1[NH:10][N:11]=[C:18]([C:13]1[CH:14]=[CH:15][CH:16]=[CH:17][N:12]=1)[CH3:19])([O-:3])=[O:2]. The catalyst class is: 6.